Dataset: Forward reaction prediction with 1.9M reactions from USPTO patents (1976-2016). Task: Predict the product of the given reaction. (1) Given the reactants [NH2:1][C:2]1[CH:7]=[CH:6][C:5]([C:8]([CH3:12])([CH3:11])[C:9]#[N:10])=[C:4](Br)[CH:3]=1.[Cl:14][C:15]1[CH:20]=[CH:19][C:18](B(O)O)=[CH:17][CH:16]=1.C([O-])([O-])=O.[K+].[K+], predict the reaction product. The product is: [NH2:1][C:2]1[CH:7]=[CH:6][C:5]([C:8]([CH3:12])([CH3:11])[C:9]#[N:10])=[C:4]([C:18]2[CH:19]=[CH:20][C:15]([Cl:14])=[CH:16][CH:17]=2)[CH:3]=1. (2) Given the reactants [CH3:1][C:2]1[C:3]([C:24]([OH:26])=O)=[C:4]2[CH:9]=[CH:8][CH:7]=[N:6][N:5]2[C:10]=1[CH:11]([CH:13]1[CH2:18]CN(CC(F)(F)F)C[CH2:14]1)[CH3:12].[NH2:27][CH2:28][C:29]1[C:30](=[O:38])[NH:31][C:32]([CH3:37])=[CH:33][C:34]=1[O:35][CH3:36].C(N(CC)CC)C.[F:46][P-](F)(F)(F)(F)F.[C:53]([C:55](=NO[C+](N(C)C)N1CCOCC1)[C:56](OCC)=O)#N.[CH3:73][N:74]([CH:76]=O)[CH3:75], predict the reaction product. The product is: [F:46][C:55]([CH3:56])([CH3:53])[CH2:76][N:74]1[CH2:73][CH2:14][CH:13]([CH:11]([C:10]2[N:5]3[N:6]=[CH:7][CH:8]=[CH:9][C:4]3=[C:3]([C:24]([NH:27][CH2:28][C:29]3[C:30](=[O:38])[NH:31][C:32]([CH3:37])=[CH:33][C:34]=3[O:35][CH3:36])=[O:26])[C:2]=2[CH3:1])[CH3:12])[CH2:18][CH2:75]1. (3) Given the reactants Cl.[F:2][C:3]1[CH:4]=[C:5]2[C:9](=[CH:10][CH:11]=1)[NH:8][CH:7]=[C:6]2[CH2:12][C:13]([OH:15])=O.[NH2:16][C@@H:17]([CH2:35][O:36][CH2:37][C:38]1[CH:43]=[CH:42][CH:41]=[CH:40][CH:39]=1)[C:18]([NH:20][C:21]1[CH:26]=[CH:25][C:24]([O:27][C:28]2[CH:33]=[CH:32][C:31]([F:34])=[CH:30][CH:29]=2)=[CH:23][CH:22]=1)=[O:19], predict the reaction product. The product is: [CH2:37]([O:36][CH2:35][C@H:17]([NH:16][C:13](=[O:15])[CH2:12][C:6]1[C:5]2[C:9](=[CH:10][CH:11]=[C:3]([F:2])[CH:4]=2)[NH:8][CH:7]=1)[C:18]([NH:20][C:21]1[CH:26]=[CH:25][C:24]([O:27][C:28]2[CH:33]=[CH:32][C:31]([F:34])=[CH:30][CH:29]=2)=[CH:23][CH:22]=1)=[O:19])[C:38]1[CH:43]=[CH:42][CH:41]=[CH:40][CH:39]=1.